Dataset: Reaction yield outcomes from USPTO patents with 853,638 reactions. Task: Predict the reaction yield, written as a fraction of the theoretical maximum amount of product (1.0 means a 100% yield; for example, 0.34 means a 34% yield). (1) The reactants are [Cl:1][C:2]1[N:3]=[C:4]([C:9]([NH:11][C@H:12]2[CH2:17][CH2:16][N:15]([C:18]3[O:19][C:20]([CH:30]([CH3:32])[CH3:31])=[C:21]([C:23]([O:25]CCCC)=[O:24])[N:22]=3)[CH2:14][C@H:13]2[O:33][CH3:34])=[O:10])[NH:5][C:6]=1[CH2:7][CH3:8].[OH-].[Li+].CO. The catalyst is C1COCC1. The product is [Cl:1][C:2]1[N:3]=[C:4]([C:9]([NH:11][C@H:12]2[CH2:17][CH2:16][N:15]([C:18]3[O:19][C:20]([CH:30]([CH3:31])[CH3:32])=[C:21]([C:23]([OH:25])=[O:24])[N:22]=3)[CH2:14][C@H:13]2[O:33][CH3:34])=[O:10])[NH:5][C:6]=1[CH2:7][CH3:8]. The yield is 0.900. (2) No catalyst specified. The reactants are Cl[C:2]1[N:10]=[CH:9][C:8]([F:11])=[CH:7][C:3]=1[C:4]([OH:6])=[O:5].[N:12]1([CH2:18][CH2:19][O:20][C:21]2[CH:22]=[C:23]([CH:25]=[CH:26][CH:27]=2)[NH2:24])[CH2:17][CH2:16][O:15][CH2:14][CH2:13]1. The yield is 0.130. The product is [F:11][C:8]1[CH:9]=[N:10][C:2]([NH:24][C:23]2[CH:25]=[CH:26][CH:27]=[C:21]([O:20][CH2:19][CH2:18][N:12]3[CH2:13][CH2:14][O:15][CH2:16][CH2:17]3)[CH:22]=2)=[C:3]([CH:7]=1)[C:4]([OH:6])=[O:5]. (3) The reactants are CO[C:3]([C:5]1[CH2:10][CH:9]([CH2:11][CH2:12][O:13][CH2:14][C:15]2[CH:20]=[CH:19][CH:18]=[CH:17][CH:16]=2)[CH2:8][CH2:7][CH:6]=1)=O.CC(C[AlH]CC(C)C)C.N1C=CC=CC=1.S(=O)(=O)=O.[H-].[H-].[H-].[H-].[Li+].[Al+3]. The catalyst is C1COCC1. The product is [CH3:3][C:5]1[CH2:10][CH:9]([CH2:11][CH2:12][O:13][CH2:14][C:15]2[CH:16]=[CH:17][CH:18]=[CH:19][CH:20]=2)[CH2:8][CH2:7][CH:6]=1. The yield is 0.820.